The task is: Predict the product of the given reaction.. This data is from Forward reaction prediction with 1.9M reactions from USPTO patents (1976-2016). (1) Given the reactants C([O:5][C:6]([CH:8]1[CH:12]([C:13]2[CH:18]=[CH:17][C:16]([F:19])=[C:15]([Cl:20])[CH:14]=2)[C:11]([C:23]2[CH:28]=[CH:27][C:26]([Cl:29])=[CH:25][C:24]=2[F:30])([C:21]#[N:22])[CH:10]([CH2:31][C:32]([CH3:35])([CH3:34])[CH3:33])[NH:9]1)=[O:7])(C)(C)C.[F:36][C:37]([F:42])([F:41])[C:38]([OH:40])=[O:39], predict the reaction product. The product is: [F:36][C:37]([F:42])([F:41])[C:38]([OH:40])=[O:39].[Cl:20][C:15]1[CH:14]=[C:13]([CH:12]2[C:11]([C:23]3[CH:28]=[CH:27][C:26]([Cl:29])=[CH:25][C:24]=3[F:30])([C:21]#[N:22])[CH:10]([CH2:31][C:32]([CH3:34])([CH3:35])[CH3:33])[NH:9][CH:8]2[C:6]([OH:7])=[O:5])[CH:18]=[CH:17][C:16]=1[F:19]. (2) The product is: [Cl:34][C:6]1[CH:5]=[C:4]([C:1](=[C:39]2[S:35][C:36](=[O:41])[NH:37][C:38]2=[O:40])[CH3:2])[CH:33]=[CH:32][C:7]=1[O:8][CH2:9][CH2:10][O:11][C:12]1[C:21](=[O:22])[C:20]2[C:15](=[CH:16][CH:17]=[CH:18][CH:19]=2)[N:14]([CH3:23])[C:13]=1[C:24]1[CH:29]=[CH:28][C:27]([F:30])=[C:26]([F:31])[CH:25]=1. Given the reactants [C:1]([C:4]1[CH:33]=[CH:32][C:7]([O:8][CH2:9][CH2:10][O:11][C:12]2[C:21](=[O:22])[C:20]3[C:15](=[CH:16][CH:17]=[CH:18][CH:19]=3)[N:14]([CH3:23])[C:13]=2[C:24]2[CH:29]=[CH:28][C:27]([F:30])=[C:26]([F:31])[CH:25]=2)=[C:6]([Cl:34])[CH:5]=1)(=O)[CH3:2].[S:35]1[CH2:39][C:38](=[O:40])[NH:37][C:36]1=[O:41].C(O)(=O)C1C=CC=CC=1.N1CCCCC1, predict the reaction product. (3) The product is: [C:36]([O:40][C:41]([N:43]([C:48]1[CH:49]=[C:50]([CH:54]=[CH:55][C:56]=1[O:57][CH2:58][CH:59]1[CH2:60][CH2:61]1)[C:51]([N:15]1[CH2:16][CH2:17][CH2:18][C@H:14]1[C:12]([O:11][C@H:10]([C:19]1[CH:24]=[CH:23][C:22]([O:25][CH:26]([F:28])[F:27])=[C:21]([O:29][CH2:30][CH:31]2[CH2:33][CH2:32]2)[CH:20]=1)[CH2:9][C:8]1[C:7]([Cl:34])=[CH:6][N+:5]([O-:35])=[CH:4][C:3]=1[Cl:2])=[O:13])=[O:52])[S:44]([CH3:47])(=[O:46])=[O:45])=[O:42])([CH3:39])([CH3:37])[CH3:38]. Given the reactants Cl.[Cl:2][C:3]1[CH:4]=[N+:5]([O-:35])[CH:6]=[C:7]([Cl:34])[C:8]=1[CH2:9][C@@H:10]([C:19]1[CH:24]=[CH:23][C:22]([O:25][CH:26]([F:28])[F:27])=[C:21]([O:29][CH2:30][CH:31]2[CH2:33][CH2:32]2)[CH:20]=1)[O:11][C:12]([C@@H:14]1[CH2:18][CH2:17][CH2:16][NH:15]1)=[O:13].[C:36]([O:40][C:41]([N:43]([C:48]1[CH:49]=[C:50]([CH:54]=[CH:55][C:56]=1[O:57][CH2:58][CH:59]1[CH2:61][CH2:60]1)[C:51](O)=[O:52])[S:44]([CH3:47])(=[O:46])=[O:45])=[O:42])([CH3:39])([CH3:38])[CH3:37].C(Cl)CCl, predict the reaction product. (4) Given the reactants [C:1]([O:4][C@@H:5]1[C@@H:18]([O:19][C:20](=[O:22])[CH3:21])[C@H:17]([O:23][C:24](=[O:26])[CH3:25])[CH2:16][S:15][C@H:6]1[O:7][C:8]1[CH:9]=[N:10][CH:11]=[C:12](Br)[CH:13]=1)(=[O:3])[CH3:2].[C:27]([C:29]1[CH:30]=[C:31](B(O)O)[CH:32]=[CH:33][CH:34]=1)#[N:28], predict the reaction product. The product is: [C:1]([O:4][C@@H:5]1[C@@H:18]([O:19][C:20](=[O:22])[CH3:21])[C@H:17]([O:23][C:24](=[O:26])[CH3:25])[CH2:16][S:15][C@H:6]1[O:7][C:8]1[CH:9]=[N:10][CH:11]=[C:12]([C:33]2[CH:32]=[CH:31][CH:30]=[C:29]([C:27]#[N:28])[CH:34]=2)[CH:13]=1)(=[O:3])[CH3:2]. (5) Given the reactants [Cl:1][S:2]([OH:5])(=O)=[O:3].[NH2:6][C:7]1[N:11]([C:12]2[CH:17]=[CH:16][C:15]([CH3:18])=[CH:14][C:13]=2[F:19])[N:10]=[C:9]([C:20]([F:23])([F:22])[F:21])[N:8]=1, predict the reaction product. The product is: [NH2:6][C:7]1[N:11]([C:12]2[C:13]([F:19])=[CH:14][C:15]([CH3:18])=[C:16]([S:2]([Cl:1])(=[O:5])=[O:3])[CH:17]=2)[N:10]=[C:9]([C:20]([F:23])([F:22])[F:21])[N:8]=1.